From a dataset of Full USPTO retrosynthesis dataset with 1.9M reactions from patents (1976-2016). Predict the reactants needed to synthesize the given product. (1) Given the product [F:20][C:19]([F:22])([F:21])[S:16]([O:1][C:2]1[CH:3]=[N:4][CH:5]=[C:6]([CH3:8])[CH:7]=1)(=[O:18])=[O:17], predict the reactants needed to synthesize it. The reactants are: [OH:1][C:2]1[CH:3]=[N:4][CH:5]=[C:6]([CH3:8])[CH:7]=1.C(N(CC)CC)C.[S:16](O[S:16]([C:19]([F:22])([F:21])[F:20])(=[O:18])=[O:17])([C:19]([F:22])([F:21])[F:20])(=[O:18])=[O:17]. (2) Given the product [C:14]([O:18][C:19](=[O:20])[NH:11][C:8]([C:6]1[CH:5]=[CH:4][CH:3]=[C:2]([Br:1])[N:7]=1)([CH3:9])[CH3:10])([CH3:17])([CH3:16])[CH3:15], predict the reactants needed to synthesize it. The reactants are: [Br:1][C:2]1[N:7]=[C:6]([C:8]([NH2:11])([CH3:10])[CH3:9])[CH:5]=[CH:4][CH:3]=1.[OH-].[Na+].[C:14]([O:18][C:19](O[C:19]([O:18][C:14]([CH3:17])([CH3:16])[CH3:15])=[O:20])=[O:20])([CH3:17])([CH3:16])[CH3:15]. (3) Given the product [CH2:15]([O:8][C:7](=[O:9])[C:6]1[CH:10]=[C:2]([Br:1])[CH:3]=[C:4]([N+:12]([O-:14])=[O:13])[C:5]=1[CH3:11])[C:16]1[CH:21]=[CH:20][CH:19]=[CH:18][CH:17]=1, predict the reactants needed to synthesize it. The reactants are: [Br:1][C:2]1[CH:3]=[C:4]([N+:12]([O-:14])=[O:13])[C:5]([CH3:11])=[C:6]([CH:10]=1)[C:7]([OH:9])=[O:8].[CH2:15](Br)[C:16]1[CH:21]=[CH:20][CH:19]=[CH:18][CH:17]=1.C(N(C(C)C)CC)(C)C.N1CCCC1. (4) The reactants are: [CH3:1][O:2][C:3]([N:5]1[CH2:10][CH2:9][CH:8]([CH3:11])[CH:7]([O:12][C:13](=[O:15])[CH3:14])[CH:6]1OC(=O)C)=[O:4].C(OC1C(C)CCN(C(O)=O)C1O)(=O)C. Given the product [CH3:1][O:2][C:3]([N:5]1[CH:6]=[C:7]([O:12][C:13](=[O:15])[CH3:14])[CH:8]([CH3:11])[CH2:9][CH2:10]1)=[O:4], predict the reactants needed to synthesize it. (5) Given the product [Br:1][C:2]1[CH:7]=[CH:6][CH:5]=[C:4]2[C:3]=1[CH:16]=[C:9]([C:11]([N:12]1[CH2:13][CH2:14][CH2:25][CH2:24]1)=[O:18])[NH:8]2, predict the reactants needed to synthesize it. The reactants are: [Br:1][C:2]1[C:3]([CH3:16])=[C:4]([NH:8][C:9]([C:11]2[NH:12][CH:13]=[CH:14]N=2)=O)[CH:5]=[CH:6][CH:7]=1.C(=O)([O-])[O-:18].[K+].[K+].Br[CH2:24][CH:25](OCC)OCC.